This data is from Aqueous solubility values for 9,982 compounds from the AqSolDB database. The task is: Regression/Classification. Given a drug SMILES string, predict its absorption, distribution, metabolism, or excretion properties. Task type varies by dataset: regression for continuous measurements (e.g., permeability, clearance, half-life) or binary classification for categorical outcomes (e.g., BBB penetration, CYP inhibition). For this dataset (solubility_aqsoldb), we predict Y. (1) The molecule is CCOC(=O)[C@@H](C)Oc1ccc(Oc2nc3ccc(Cl)cc3o2)cc1. The Y is -5.60 log mol/L. (2) The compound is COC(=O)CCCCCCCCC(=O)OC. The Y is -3.28 log mol/L. (3) The compound is O=C1C(Br)=CC(=CNOc2ccc([N+](=O)[O-])cc2[N+](=O)[O-])C=C1Br. The Y is -6.66 log mol/L.